The task is: Predict the reaction yield, written as a fraction of the theoretical maximum amount of product (1.0 means a 100% yield; for example, 0.34 means a 34% yield).. This data is from Reaction yield outcomes from USPTO patents with 853,638 reactions. (1) The reactants are Br[C:2]1[CH:7]=[CH:6][C:5]([C:8]2([NH:11][C:12](=[O:22])[O:13][CH:14]3[CH:19]4[CH2:20][CH2:21][N:16]([CH2:17][CH2:18]4)[CH2:15]3)[CH2:10][CH2:9]2)=[CH:4][CH:3]=1.[C:23]1(B(O)O)[CH:28]=[CH:27][CH:26]=[CH:25][CH:24]=1. No catalyst specified. The product is [C:2]1([C:23]2[CH:28]=[CH:27][CH:26]=[CH:25][CH:24]=2)[CH:7]=[CH:6][C:5]([C:8]2([NH:11][C:12](=[O:22])[O:13][CH:14]3[CH:19]4[CH2:20][CH2:21][N:16]([CH2:17][CH2:18]4)[CH2:15]3)[CH2:10][CH2:9]2)=[CH:4][CH:3]=1. The yield is 0.250. (2) The reactants are Br[C:2]1[C:3]([O:12][CH2:13][C:14]([F:17])([F:16])[F:15])=[N:4][CH:5]=[C:6]([CH:11]=1)[C:7]([O:9][CH3:10])=[O:8].[C:18]1(B(O)O)[CH:23]=[CH:22][CH:21]=[CH:20][CH:19]=1.C(=O)(O)[O-].[Na+]. The catalyst is O1CCOCC1.O.C1C=CC([P]([Pd]([P](C2C=CC=CC=2)(C2C=CC=CC=2)C2C=CC=CC=2)([P](C2C=CC=CC=2)(C2C=CC=CC=2)C2C=CC=CC=2)[P](C2C=CC=CC=2)(C2C=CC=CC=2)C2C=CC=CC=2)(C2C=CC=CC=2)C2C=CC=CC=2)=CC=1. The product is [C:18]1([C:2]2[C:3]([O:12][CH2:13][C:14]([F:17])([F:16])[F:15])=[N:4][CH:5]=[C:6]([CH:11]=2)[C:7]([O:9][CH3:10])=[O:8])[CH:23]=[CH:22][CH:21]=[CH:20][CH:19]=1. The yield is 1.00. (3) The reactants are [CH:1]1([CH:4]2[S:9][CH2:8][CH2:7][NH:6][CH2:5]2)[CH2:3][CH2:2]1.C([O-])([O-])=O.[K+].[K+].Br[CH2:17][C:18]1[CH:27]=[C:26]2[C:21]([C:22]([C:30]3[CH:31]=[N:32][N:33]([CH3:35])[CH:34]=3)=[CH:23][C:24]([C:28]#[N:29])=[N:25]2)=[CH:20][CH:19]=1. The catalyst is CC#N.CCOC(C)=O. The product is [CH:1]1([CH:4]2[CH2:5][N:6]([CH2:17][C:18]3[CH:27]=[C:26]4[C:21]([C:22]([C:30]5[CH:31]=[N:32][N:33]([CH3:35])[CH:34]=5)=[CH:23][C:24]([C:28]#[N:29])=[N:25]4)=[CH:20][CH:19]=3)[CH2:7][CH2:8][S:9]2)[CH2:3][CH2:2]1. The yield is 0.450. (4) The reactants are [H-].[Al+3].[Li+].[H-].[H-].[H-].[CH2:7]([N:14]1[CH2:19][CH2:18][CH:17]([CH3:20])[CH:16]([NH:21][C:22](=O)OC)[CH2:15]1)[C:8]1[CH:13]=[CH:12][CH:11]=[CH:10][CH:9]=1.O. The catalyst is O1CCCC1. The product is [CH2:7]([N:14]1[CH2:19][CH2:18][CH:17]([CH3:20])[CH:16]([NH:21][CH3:22])[CH2:15]1)[C:8]1[CH:9]=[CH:10][CH:11]=[CH:12][CH:13]=1. The yield is 0.720. (5) The reactants are [F:1][C:2]([F:17])([F:16])[CH:3]([C:8]1[CH:13]=[CH:12][C:11]([CH:14]=C)=[CH:10][CH:9]=1)[C:4]([F:7])([F:6])[F:5].CC([OH:22])(C)C. The catalyst is O1CCOCC1.O. The product is [F:1][C:2]([F:17])([F:16])[CH:3]([C:8]1[CH:13]=[CH:12][C:11]([CH:14]=[O:22])=[CH:10][CH:9]=1)[C:4]([F:7])([F:6])[F:5]. The yield is 0.610.